This data is from Full USPTO retrosynthesis dataset with 1.9M reactions from patents (1976-2016). The task is: Predict the reactants needed to synthesize the given product. (1) Given the product [OH:8][CH:9]1[CH2:14][CH2:13][CH:12]([N:15]2[C:23]3[CH:22]=[CH:21][NH:20][C:19](=[O:24])[C:18]=3[C:17]([C:26]3[CH:31]=[CH:30][C:29]([S:32]([NH2:35])(=[O:34])=[O:33])=[CH:28][CH:27]=3)=[N:16]2)[CH2:11][CH2:10]1, predict the reactants needed to synthesize it. The reactants are: [Si]([O:8][CH:9]1[CH2:14][CH2:13][CH:12]([N:15]2[C:23]3[CH:22]=[CH:21][N:20]=[C:19]([O:24]C)[C:18]=3[C:17]([C:26]3[CH:31]=[CH:30][C:29]([S:32]([NH2:35])(=[O:34])=[O:33])=[CH:28][CH:27]=3)=[N:16]2)[CH2:11][CH2:10]1)(C(C)(C)C)(C)C.[I-].[Na+].Cl[Si](C)(C)C.C(=O)([O-])O.[Na+]. (2) Given the product [F:18][C:19]1[CH:26]=[CH:25][C:22]([CH:23]=[C:14]2[S:13][C:12](=[S:17])[N:11]([NH:10][S:7]([C:1]3[CH:2]=[CH:3][CH:4]=[CH:5][CH:6]=3)(=[O:9])=[O:8])[C:15]2=[O:16])=[CH:21][CH:20]=1, predict the reactants needed to synthesize it. The reactants are: [C:1]1([S:7]([NH:10][N:11]2[C:15](=[O:16])[CH2:14][S:13][C:12]2=[S:17])(=[O:9])=[O:8])[CH:6]=[CH:5][CH:4]=[CH:3][CH:2]=1.[F:18][C:19]1[CH:26]=[CH:25][C:22]([CH:23]=O)=[CH:21][CH:20]=1.CC([O-])=O.[Na+]. (3) Given the product [Cl:1][C:2]1[CH:9]=[CH:8][C:7]([O:10][C:11]2[CH:16]=[CH:15][C:14]([CH2:17][O:18][C:21]3[CH:22]=[C:23]4[N:30]([CH3:31])[C@@H:29]([CH3:32])[CH2:28][N:24]4[C:25](=[O:27])[N:26]=3)=[CH:13][C:12]=2[F:19])=[CH:6][C:3]=1[C:4]#[N:5], predict the reactants needed to synthesize it. The reactants are: [Cl:1][C:2]1[CH:9]=[CH:8][C:7]([O:10][C:11]2[CH:16]=[CH:15][C:14]([CH2:17][OH:18])=[CH:13][C:12]=2[F:19])=[CH:6][C:3]=1[C:4]#[N:5].Cl[C:21]1[CH:22]=[C:23]2[N:30]([CH3:31])[C@@H:29]([CH3:32])[CH2:28][N:24]2[C:25](=[O:27])[N:26]=1. (4) Given the product [Br:1][C:2]1[CH:21]=[CH:20][C:5]([O:6][CH2:7][CH:8]2[CH2:13][CH2:12][N:11]([CH2:14][CH:15]([F:32])[CH2:16][CH2:17][CH3:18])[CH2:10][CH2:9]2)=[CH:4][CH:3]=1, predict the reactants needed to synthesize it. The reactants are: [Br:1][C:2]1[CH:21]=[CH:20][C:5]([O:6][CH2:7][CH:8]2[CH2:13][CH2:12][N:11]([CH2:14][CH:15](O)[CH2:16][CH2:17][CH3:18])[CH2:10][CH2:9]2)=[CH:4][CH:3]=1.COCCN(S(F)(F)[F:32])CCOC.C([O-])(O)=O.[Na+]. (5) Given the product [CH3:17][C:16]1[N:15]=[CH:14][NH:13][C:12]=1[C:9]([C:1]1[CH:6]=[CH:5][CH:4]=[CH:3][CH:2]=1)([OH:11])[CH3:10], predict the reactants needed to synthesize it. The reactants are: [C:1]1([Mg]Br)[CH:6]=[CH:5][CH:4]=[CH:3][CH:2]=1.[C:9]([C:12]1[N:13]=[CH:14][NH:15][C:16]=1[CH3:17])(=[O:11])[CH3:10]. (6) Given the product [CH3:18][N:17]([CH2:16][CH:13]1[CH2:12][CH2:11][CH:10]([CH2:9][N:8]([CH2:20][C:21]2[CH:26]=[C:25]([CH2:27][OH:28])[CH:24]=[CH:23][N:22]=2)[C:6](=[O:7])[O:5][C:1]([CH3:4])([CH3:3])[CH3:2])[CH2:15][CH2:14]1)[CH3:19], predict the reactants needed to synthesize it. The reactants are: [C:1]([O:5][C:6]([N:8]([CH2:20][C:21]1[CH:26]=[C:25]([C:27](OCC)=[O:28])[CH:24]=[CH:23][N:22]=1)[CH2:9][CH:10]1[CH2:15][CH2:14][CH:13]([CH2:16][N:17]([CH3:19])[CH3:18])[CH2:12][CH2:11]1)=[O:7])([CH3:4])([CH3:3])[CH3:2].